This data is from Forward reaction prediction with 1.9M reactions from USPTO patents (1976-2016). The task is: Predict the product of the given reaction. (1) Given the reactants [Br:1][C:2]1[CH:7]=[C:6]([N+:8]([O-])=O)[C:5]([F:11])=[CH:4][C:3]=1[F:12], predict the reaction product. The product is: [Br:1][C:2]1[C:3]([F:12])=[CH:4][C:5]([F:11])=[C:6]([CH:7]=1)[NH2:8]. (2) The product is: [Br:1][C:2]1[CH:3]=[N:4][CH:5]=[C:6]([CH:10]=1)[C:7]([Cl:18])=[O:8]. Given the reactants [Br:1][C:2]1[CH:3]=[N:4][CH:5]=[C:6]([CH:10]=1)[C:7](O)=[O:8].CN(C=O)C.S(Cl)([Cl:18])=O, predict the reaction product. (3) Given the reactants [CH3:1][C:2]1([CH3:28])[O:6][CH:5]([CH2:7][CH2:8][O:9][C:10]2[CH:11]=[C:12]([CH:15]=[C:16]([O:18][CH2:19][CH2:20][CH:21]3[CH2:25][O:24][C:23]([CH3:27])([CH3:26])[O:22]3)[CH:17]=2)[CH:13]=O)[CH2:4][O:3]1.[CH3:29][NH:30][CH3:31].C(O)(=O)C.C(O[BH-](OC(=O)C)OC(=O)C)(=O)C.[Na+], predict the reaction product. The product is: [CH3:1][C:2]1([CH3:28])[O:6][CH:5]([CH2:7][CH2:8][O:9][C:10]2[CH:11]=[C:12]([CH2:13][N:30]([CH3:31])[CH3:29])[CH:15]=[C:16]([O:18][CH2:19][CH2:20][CH:21]3[CH2:25][O:24][C:23]([CH3:27])([CH3:26])[O:22]3)[CH:17]=2)[CH2:4][O:3]1. (4) Given the reactants F[C:2]1[CH:9]=[N:8][CH:7]=[CH:6][C:3]=1[C:4]#[N:5].O.[NH2:11][NH2:12], predict the reaction product. The product is: [NH:11]1[C:6]2=[CH:7][N:8]=[CH:9][CH:2]=[C:3]2[C:4]([NH2:5])=[N:12]1. (5) The product is: [Br:2][C:3]1[N:8]=[C:7]([CH2:9][NH:10][C:21](=[O:22])[CH2:20][C:18]#[N:19])[CH:6]=[CH:5][CH:4]=1. Given the reactants Cl.[Br:2][C:3]1[N:8]=[C:7]([CH2:9][NH2:10])[CH:6]=[CH:5][CH:4]=1.C(N(CC)CC)C.[C:18]([CH2:20][C:21](O)=[O:22])#[N:19].Cl.CN(C)CCCN=C=NCC.O.ON1C2C=CC=CC=2N=N1, predict the reaction product. (6) The product is: [NH:4]1[C:16]2[CH:19]=[CH:18][CH:17]=[N:14][C:15]=2[CH:2]=[CH:3]1. Given the reactants O=[C:2]1N[C@H](C(OC)=O)C[NH:4][CH2:3]1.C([N:14]([CH2:17][CH3:18])[CH2:15][CH3:16])C.[CH2:19](OC(Cl)=O)C=C.Cl, predict the reaction product. (7) Given the reactants [C:1]1([CH3:14])[CH:6]=[C:5]([CH3:7])[CH:4]=[C:3]([CH3:8])[C:2]=1[CH2:9][CH2:10][C:11]([OH:13])=O.C([N:18](C(C)C)CC)(C)C.N[N:25]([CH:33]=[NH:34])[C:26](=[O:32])[O:27][C:28]([CH3:31])([CH3:30])[CH3:29].O.ON1C2C=CC=CC=2N=N1.F[P-](F)(F)(F)(F)F.N1(OC(N(C)C)=[N+](C)C)C2C=CC=CC=2N=N1, predict the reaction product. The product is: [NH:18]=[C:33]([NH:25][C:26](=[O:32])[O:27][C:28]([CH3:31])([CH3:30])[CH3:29])[NH:34][C:11](=[O:13])[CH2:10][CH2:9][C:2]1[C:1]([CH3:14])=[CH:6][C:5]([CH3:7])=[CH:4][C:3]=1[CH3:8]. (8) The product is: [F:30][C:28]1[CH:27]=[N:26][CH:25]=[C:24]([N:14]2[CH:15]=[CH:16][C:12]([CH3:11])=[N:13]2)[CH:29]=1. Given the reactants OC1C=CC=CC=1/C=N/O.[CH3:11][C:12]1[CH:16]=[CH:15][NH:14][N:13]=1.C(=O)([O-])[O-].[Cs+].[Cs+].Br[C:24]1[CH:25]=[N:26][CH:27]=[C:28]([F:30])[CH:29]=1, predict the reaction product. (9) Given the reactants [Cl:1][C:2]1[N:7]=[CH:6][C:5]([CH2:8][NH:9][CH2:10][C:11](=[CH2:24])[CH2:12][CH:13]2[O:17][C:16](=[O:18])[CH:15]=[C:14]2N2CCCC2)=[CH:4][CH:3]=1, predict the reaction product. The product is: [Cl:1][C:2]1[N:7]=[CH:6][C:5]([CH2:8][N:9]2[CH2:10][C:11](=[CH2:24])[CH2:12][CH:13]3[O:17][C:16](=[O:18])[CH:15]=[C:14]23)=[CH:4][CH:3]=1. (10) Given the reactants [F:1][C:2]([F:30])([F:29])[C:3]1[CH:8]=[C:7]([C:9]([F:12])([F:11])[F:10])[CH:6]=[CH:5][C:4]=1[C:13]1[CH:17]=[C:16]([CH2:18][N:19]2[CH:24]=[C:23]3[N:25]=[C:26](Br)[N:27]=[C:22]3[CH:21]=[N:20]2)[O:15][N:14]=1.[S:31]1[CH:35]=[CH:34][CH:33]=[C:32]1B(O)O, predict the reaction product. The product is: [F:1][C:2]([F:30])([F:29])[C:3]1[CH:8]=[C:7]([C:9]([F:12])([F:11])[F:10])[CH:6]=[CH:5][C:4]=1[C:13]1[CH:17]=[C:16]([CH2:18][N:19]2[CH:24]=[C:23]3[N:25]=[C:26]([C:32]4[S:31][CH:35]=[CH:34][CH:33]=4)[N:27]=[C:22]3[CH:21]=[N:20]2)[O:15][N:14]=1.